This data is from Full USPTO retrosynthesis dataset with 1.9M reactions from patents (1976-2016). The task is: Predict the reactants needed to synthesize the given product. Given the product [NH2:1][C:2]1[CH:3]=[CH:4][C:5]([S:12]([NH:13][C:14]2[CH:15]=[CH:16][C:17]3[CH2:21][O:20][B:19]([OH:22])[C:18]=3[CH:23]=2)(=[O:25])=[O:24])=[C:6]([CH2:8][C:9](=[O:10])[N:26]2[CH2:30][CH2:29][CH2:28][CH2:27]2)[CH:7]=1, predict the reactants needed to synthesize it. The reactants are: [NH2:1][C:2]1[CH:3]=[CH:4][C:5]([S:12](=[O:25])(=[O:24])[NH:13][C:14]2[CH:15]=[CH:16][C:17]3[CH2:21][O:20][B:19]([OH:22])[C:18]=3[CH:23]=2)=[C:6]([CH2:8][C:9](O)=[O:10])[CH:7]=1.[NH:26]1[CH2:30][CH2:29][CH2:28][CH2:27]1.C1CN([P+](ON2N=NC3C=CC=CC2=3)(N2CCCC2)N2CCCC2)CC1.F[P-](F)(F)(F)(F)F.O.